Dataset: Forward reaction prediction with 1.9M reactions from USPTO patents (1976-2016). Task: Predict the product of the given reaction. Given the reactants Br[C:2]1[CH:7]=[CH:6][C:5]([CH:8]([N:12]2[CH2:26][CH2:25][C:15]3([O:20][CH2:19][C:18](=[O:21])[N:17]([CH:22]4[CH2:24][CH2:23]4)[CH2:16]3)[CH2:14][CH2:13]2)[C:9]([NH2:11])=[O:10])=[C:4]([F:27])[CH:3]=1.[F:28][C:29]1[CH:34]=[CH:33][C:32](B(O)O)=[CH:31][CH:30]=1.C(=O)([O-])[O-].[K+].[K+].O, predict the reaction product. The product is: [CH:22]1([N:17]2[CH2:16][C:15]3([CH2:25][CH2:26][N:12]([CH:8]([C:5]4[CH:6]=[CH:7][C:2]([C:32]5[CH:33]=[CH:34][C:29]([F:28])=[CH:30][CH:31]=5)=[CH:3][C:4]=4[F:27])[C:9]([NH2:11])=[O:10])[CH2:13][CH2:14]3)[O:20][CH2:19][C:18]2=[O:21])[CH2:24][CH2:23]1.